Task: Predict the reaction yield, written as a fraction of the theoretical maximum amount of product (1.0 means a 100% yield; for example, 0.34 means a 34% yield).. Dataset: Reaction yield outcomes from USPTO patents with 853,638 reactions (1) The reactants are [C:1]([O:8][CH3:9])(=[O:7])[CH2:2][CH2:3][C:4]([O-])=[O:5].C1N=CN(C(N2C=NC=C2)=O)C=1.O/[N:23]=[C:24](\[NH2:32])/[CH2:25][C:26]1[CH:31]=[CH:30][CH:29]=[CH:28][CH:27]=1. The catalyst is CN(C=O)C. The product is [CH2:25]([C:24]1[N:32]=[C:4]([CH2:3][CH2:2][C:1]([O:8][CH3:9])=[O:7])[O:5][N:23]=1)[C:26]1[CH:31]=[CH:30][CH:29]=[CH:28][CH:27]=1. The yield is 0.697. (2) The reactants are [ClH:1].[NH2:2][C:3]1[N:8]=[CH:7][C:6]([CH:9]=[CH:10][C:11]([OH:13])=O)=[CH:5][C:4]=1[C:14](=[O:24])[NH:15][CH2:16][CH2:17][N:18]1[CH2:23][CH2:22][O:21][CH2:20][CH2:19]1.Cl.[CH3:26][N:27]1[CH2:33][C:32]2[CH:34]=[C:35](/[CH:38]=[CH:39]/[C:40](O)=O)C=N[C:31]=2[NH:30][C:29](=O)[CH2:28]1.CNCC1N(C)C2C(C=1)=CC=CC=2.CNCC1C=CC2C(=CC=CC=2)C=1CCC. No catalyst specified. The product is [ClH:1].[NH2:2][C:3]1[N:8]=[CH:7][C:6](/[CH:9]=[CH:10]/[C:11](=[O:13])[N:30]([CH3:31])[CH2:29][C:28]2[N:27]([CH3:26])[C:33]3[C:39]([CH:40]=2)=[CH:38][CH:35]=[CH:34][CH:32]=3)=[CH:5][C:4]=1[C:14]([NH:15][CH2:16][CH2:17][N:18]1[CH2:23][CH2:22][O:21][CH2:20][CH2:19]1)=[O:24]. The yield is 0.230. (3) The reactants are C(Cl)(=O)C(Cl)=O.[C:7]([C:9]1[CH:17]=[CH:16][C:12]([C:13]([OH:15])=O)=[CH:11][C:10]=1[CH3:18])#[N:8].[N:19]1[CH:24]=[CH:23][CH:22]=[C:21]([NH2:25])[CH:20]=1. The catalyst is CN(C=O)C.C1COCC1. The product is [C:7]([C:9]1[CH:17]=[CH:16][C:12]([C:13]([NH:25][C:21]2[CH:20]=[N:19][CH:24]=[CH:23][CH:22]=2)=[O:15])=[CH:11][C:10]=1[CH3:18])#[N:8]. The yield is 0.990. (4) The reactants are [CH:1]1([CH2:4][N:5]([C@@H:17]2[CH2:22][CH2:21][CH2:20][CH2:19][C@H:18]2[OH:23])[C:6]([C@H:8]2[C@H:10]([C:11]3[CH:16]=[CH:15][CH:14]=[CH:13][CH:12]=3)[O:9]2)=[O:7])[CH2:3][CH2:2]1. The catalyst is C(#N)C.C(O)(C(F)(F)F)=O. The product is [CH:1]1([CH2:4][N:5]2[C@@H:17]3[CH2:22][CH2:21][CH2:20][CH2:19][C@H:18]3[O:23][C@@H:10]([C:11]3[CH:16]=[CH:15][CH:14]=[CH:13][CH:12]=3)[C@@H:8]([OH:9])[C:6]2=[O:7])[CH2:2][CH2:3]1. The yield is 0.810. (5) The reactants are [OH:1][C:2]1[CH:7]=[C:6]([CH:8]([CH3:10])[CH3:9])[N:5]([C:11]2[CH:16]=[CH:15][CH:14]=[CH:13][CH:12]=2)[C:4](=[O:17])[CH:3]=1.[F:18][C:19]([F:32])([F:31])[S:20](O[S:20]([C:19]([F:32])([F:31])[F:18])(=[O:22])=[O:21])(=[O:22])=[O:21].O. The catalyst is C(Cl)Cl. The product is [F:18][C:19]([F:32])([F:31])[S:20]([O:1][C:2]1[CH:7]=[C:6]([CH:8]([CH3:10])[CH3:9])[N:5]([C:11]2[CH:16]=[CH:15][CH:14]=[CH:13][CH:12]=2)[C:4](=[O:17])[CH:3]=1)(=[O:22])=[O:21]. The yield is 0.970.